From a dataset of Forward reaction prediction with 1.9M reactions from USPTO patents (1976-2016). Predict the product of the given reaction. Given the reactants Cl[CH2:2][C:3]1[C:4]([CH3:19])=[N:5][C:6]([C:9]2[CH:14]=[CH:13][C:12]([C:15]([F:18])([F:17])[F:16])=[CH:11][CH:10]=2)=[CH:7][CH:8]=1.[C-:20]#[N:21].[Na+].O, predict the reaction product. The product is: [CH3:19][C:4]1[C:3]([CH2:2][C:20]#[N:21])=[CH:8][CH:7]=[C:6]([C:9]2[CH:14]=[CH:13][C:12]([C:15]([F:18])([F:17])[F:16])=[CH:11][CH:10]=2)[N:5]=1.